From a dataset of Forward reaction prediction with 1.9M reactions from USPTO patents (1976-2016). Predict the product of the given reaction. (1) Given the reactants Cl[CH2:2][CH2:3][CH2:4][CH2:5][CH:6]1[CH2:10][CH2:9][CH:8]([C:11]2[CH:16]=[CH:15][C:14]([F:17])=[CH:13][CH:12]=2)[N:7]1[S:18]([C:21]1[CH:26]=[CH:25][C:24]([CH3:27])=[CH:23][CH:22]=1)(=[O:20])=[O:19].[NH:28]1[CH:32]=[CH:31][CH:30]=[N:29]1, predict the reaction product. The product is: [F:17][C:14]1[CH:15]=[CH:16][C:11]([CH:8]2[N:7]([S:18]([C:21]3[CH:22]=[CH:23][C:24]([CH3:27])=[CH:25][CH:26]=3)(=[O:19])=[O:20])[CH:6]([CH2:5][CH2:4][CH2:3][CH2:2][N:28]3[CH:32]=[CH:31][CH:30]=[N:29]3)[CH2:10][CH2:9]2)=[CH:12][CH:13]=1. (2) Given the reactants [CH2:1]([S:3]([N:6]1[CH2:11][CH2:10][CH:9]([C:12]2[C:20]3[C:15](=[C:16]([C:28]([NH2:30])=[O:29])[CH:17]=[C:18]([C:21]4[CH:25]=[C:24]([CH:26]=O)[S:23][CH:22]=4)[CH:19]=3)[NH:14][CH:13]=2)[CH2:8][CH2:7]1)(=[O:5])=[O:4])[CH3:2].[CH3:31][NH:32][CH2:33][C:34]([O:36][CH2:37][CH3:38])=[O:35].C(O[BH-](OC(=O)C)OC(=O)C)(=O)C.[Na+], predict the reaction product. The product is: [NH2:30][C:28]([C:16]1[CH:17]=[C:18]([C:21]2[CH:25]=[C:24]([CH2:26][N:32]([CH3:31])[CH2:33][C:34]([O:36][CH2:37][CH3:38])=[O:35])[S:23][CH:22]=2)[CH:19]=[C:20]2[C:15]=1[NH:14][CH:13]=[C:12]2[CH:9]1[CH2:10][CH2:11][N:6]([S:3]([CH2:1][CH3:2])(=[O:5])=[O:4])[CH2:7][CH2:8]1)=[O:29]. (3) Given the reactants [CH:1]1[C:6]([C:7]([CH2:9]Br)=O)=[CH:5][CH:4]=[C:3]([Br:11])[CH:2]=1.[C:12]([NH2:15])(=[S:14])[CH3:13].[OH-].[Na+], predict the reaction product. The product is: [Br:11][C:3]1[CH:4]=[CH:5][C:6]([C:7]2[N:15]=[C:12]([CH3:13])[S:14][CH:9]=2)=[CH:1][CH:2]=1. (4) Given the reactants [CH:1]([C:3]1[CH:4]=[C:5]2[C:9](=[CH:10][CH:11]=1)[NH:8][C:7]([C:12]([NH2:14])=[O:13])=[C:6]2[S:15][C:16]1[CH:21]=[CH:20][CH:19]=[CH:18][CH:17]=1)=O.[F:22][C:23]([F:32])([F:31])[C:24]1[CH:25]=[C:26]([CH:28]=[CH:29][CH:30]=1)[NH2:27], predict the reaction product. The product is: [C:16]1([S:15][C:6]2[C:5]3[C:9](=[CH:10][CH:11]=[C:3]([CH2:1][NH:27][C:26]4[CH:28]=[CH:29][CH:30]=[C:24]([C:23]([F:22])([F:31])[F:32])[CH:25]=4)[CH:4]=3)[NH:8][C:7]=2[C:12]([NH2:14])=[O:13])[CH:21]=[CH:20][CH:19]=[CH:18][CH:17]=1.